Dataset: Forward reaction prediction with 1.9M reactions from USPTO patents (1976-2016). Task: Predict the product of the given reaction. The product is: [F:13][C:14]1[CH:15]=[C:16]([CH:26]=[CH:27][C:28]=1[CH3:29])[C:17]([N:19]1[CH2:24][CH2:23][N:22]([C:2]2[CH:7]=[C:6]([O:8][CH2:9][CH:10]([CH3:12])[CH3:11])[N:5]=[CH:4][N:3]=2)[C:21](=[O:25])[CH2:20]1)=[O:18]. Given the reactants Cl[C:2]1[CH:7]=[C:6]([O:8][CH2:9][CH:10]([CH3:12])[CH3:11])[N:5]=[CH:4][N:3]=1.[F:13][C:14]1[CH:15]=[C:16]([CH:26]=[CH:27][C:28]=1[CH3:29])[C:17]([N:19]1[CH2:24][CH2:23][NH:22][C:21](=[O:25])[CH2:20]1)=[O:18].CC1(C)C2C(=C(P(C3C=CC=CC=3)C3C=CC=CC=3)C=CC=2)OC2C(P(C3C=CC=CC=3)C3C=CC=CC=3)=CC=CC1=2.P([O-])([O-])([O-])=O.[K+].[K+].[K+], predict the reaction product.